This data is from Forward reaction prediction with 1.9M reactions from USPTO patents (1976-2016). The task is: Predict the product of the given reaction. (1) Given the reactants C(N([CH2:6][CH3:7])CC)C.Cl.[NH2:9][C:10]([CH3:15])([CH3:14])[C:11]#[C:12][CH3:13].CC[C:18](O)=[S:19].C1C=CC2N([OH:30])N=NC=2C=1, predict the reaction product. The product is: [CH3:18][S:19][CH2:6][C:7]([NH:9][C:10]([CH3:15])([C:11]#[C:12][CH3:13])[CH3:14])=[O:30]. (2) Given the reactants [C:1]([C:5]1[O:9][C:8]([NH:10][C:11]2[CH:12]=[CH:13][CH:14]=[C:15]3[C:20]=2[CH2:19][C:18](=[O:21])[CH2:17][CH2:16]3)=[N:7][CH:6]=1)([CH3:4])([CH3:3])[CH3:2].C1(C2OC(NC3C=CC=C4C=3CC(O)CC4)=NC=2)C=CC=CC=1, predict the reaction product. The product is: [C:1]([C:5]1[O:9][C:8]([NH:10][C:11]2[CH:12]=[CH:13][CH:14]=[C:15]3[C:20]=2[CH2:19][CH:18]([OH:21])[CH2:17][CH2:16]3)=[N:7][CH:6]=1)([CH3:4])([CH3:2])[CH3:3]. (3) Given the reactants [CH3:1][C:2]1[CH:7]=[C:6]([CH3:8])[NH:5][C:4](=[O:9])[C:3]=1[CH2:10][NH:11][C:12](=[O:37])[C:13]1[CH:18]=[C:17]([C:19]2[CH:20]=[N:21][C:22]([CH:25]=O)=[CH:23][CH:24]=2)[CH:16]=[C:15]([N:27]([CH2:34][CH3:35])[CH:28]2[CH2:33][CH2:32][O:31][CH2:30][CH2:29]2)[C:14]=1[CH3:36].[CH3:38][NH:39][CH3:40].C(O)(=O)C.C(O[BH-](OC(=O)C)OC(=O)C)(=O)C.[Na+], predict the reaction product. The product is: [CH3:1][C:2]1[CH:7]=[C:6]([CH3:8])[NH:5][C:4](=[O:9])[C:3]=1[CH2:10][NH:11][C:12](=[O:37])[C:13]1[CH:18]=[C:17]([C:19]2[CH:20]=[N:21][C:22]([CH2:25][N:39]([CH3:40])[CH3:38])=[CH:23][CH:24]=2)[CH:16]=[C:15]([N:27]([CH2:34][CH3:35])[CH:28]2[CH2:33][CH2:32][O:31][CH2:30][CH2:29]2)[C:14]=1[CH3:36]. (4) Given the reactants [CH:1]([C:3]1[S:7][CH:6]=[C:5]([CH2:8][NH:9][CH2:10][C@@H:11]([OH:28])[C@@H:12]([NH:20][C:21](=[O:27])[O:22][C:23]([CH3:26])([CH3:25])[CH3:24])[CH2:13][C:14]2[CH:19]=[CH:18][CH:17]=[CH:16][CH:15]=2)[CH:4]=1)=[CH2:2], predict the reaction product. The product is: [CH2:1]([C:3]1[S:7][CH:6]=[C:5]([CH2:8][NH:9][CH2:10][C@@H:11]([OH:28])[C@@H:12]([NH:20][C:21](=[O:27])[O:22][C:23]([CH3:25])([CH3:24])[CH3:26])[CH2:13][C:14]2[CH:15]=[CH:16][CH:17]=[CH:18][CH:19]=2)[CH:4]=1)[CH3:2].